This data is from Full USPTO retrosynthesis dataset with 1.9M reactions from patents (1976-2016). The task is: Predict the reactants needed to synthesize the given product. (1) Given the product [CH3:19][C:15]1([CH3:20])[NH:14][C:13](=[O:21])[C:12]2[S:11][C:10]([N:9]3[CH2:8][CH2:7][O:6][C:5]4[CH:22]=[CH:23][C:2]([NH:1][C:29](=[O:30])[CH2:28][CH2:27][CH2:26][C:25](=[O:24])/[CH:32]=[CH:33]/[CH3:34])=[CH:3][C:4]3=4)=[N:18][C:17]=2[CH2:16]1, predict the reactants needed to synthesize it. The reactants are: [NH2:1][C:2]1[CH:23]=[CH:22][C:5]2[O:6][CH2:7][CH2:8][N:9]([C:10]3[S:11][C:12]4[C:13](=[O:21])[NH:14][C:15]([CH3:20])([CH3:19])[CH2:16][C:17]=4[N:18]=3)[C:4]=2[CH:3]=1.[O:24]=[C:25](/[CH:32]=[CH:33]/[CH3:34])[CH2:26][CH2:27][CH2:28][C:29](O)=[O:30].CN(C(ON1N=NC2C=CC=NC1=2)=[N+](C)C)C.F[P-](F)(F)(F)(F)F. (2) Given the product [CH:19]1([N:16]2[CH2:17][CH2:18][C:11]3([CH2:12][CH2:13][N:8]([C:5]4[CH:4]=[N:3][C:2]([C:25]5[CH:24]=[N:23][CH:28]=[CH:27][CH:26]=5)=[CH:7][N:6]=4)[CH2:9][CH2:10]3)[CH2:14][CH2:15]2)[CH2:22][CH2:21][CH2:20]1, predict the reactants needed to synthesize it. The reactants are: Br[C:2]1[N:3]=[CH:4][C:5]([N:8]2[CH2:13][CH2:12][C:11]3([CH2:18][CH2:17][N:16]([CH:19]4[CH2:22][CH2:21][CH2:20]4)[CH2:15][CH2:14]3)[CH2:10][CH2:9]2)=[N:6][CH:7]=1.[N:23]1[CH:28]=[CH:27][CH:26]=[C:25](B(O)O)[CH:24]=1.C([O-])([O-])=O.[Na+].[Na+]. (3) The reactants are: [CH3:1][N:2]1[CH2:18][CH2:17][C:5]2[NH:6][C:7]3[CH:8]=[CH:9][C:10]([C:13]([OH:16])([CH3:15])[CH3:14])=[CH:11][C:12]=3[C:4]=2[CH2:3]1.[H-].[Na+].[O:21]1[CH2:23][CH:22]1[C:24]1[CH:29]=[CH:28][N:27]=[CH:26][CH:25]=1. Given the product [OH:21][CH:22]([C:24]1[CH:29]=[CH:28][N:27]=[CH:26][CH:25]=1)[CH2:23][N:6]1[C:7]2[CH:8]=[CH:9][C:10]([C:13]([OH:16])([CH3:15])[CH3:14])=[CH:11][C:12]=2[C:4]2[CH2:3][N:2]([CH3:1])[CH2:18][CH2:17][C:5]1=2, predict the reactants needed to synthesize it. (4) Given the product [OH:8][CH2:9][CH2:10][N:11]1[CH:15]=[CH:14][C:13]([NH:16][C:17]2[C:18]3[N:19]([C:24]([C:27]#[N:28])=[CH:25][N:26]=3)[N:20]=[C:21]([NH:34][C:33]3[CH:35]=[C:36]([N:38]4[C:42]([CH3:43])=[N:41][N:40]=[N:39]4)[CH:37]=[C:31]([O:30][CH3:29])[CH:32]=3)[CH:22]=2)=[N:12]1, predict the reactants needed to synthesize it. The reactants are: [Si]([O:8][CH2:9][CH2:10][N:11]1[CH:15]=[CH:14][C:13]([NH:16][C:17]2[C:18]3[N:19]([C:24]([C:27]#[N:28])=[CH:25][N:26]=3)[N:20]=[C:21](Cl)[CH:22]=2)=[N:12]1)(C(C)(C)C)(C)C.[CH3:29][O:30][C:31]1[CH:32]=[C:33]([CH:35]=[C:36]([N:38]2[C:42]([CH3:43])=[N:41][N:40]=[N:39]2)[CH:37]=1)[NH2:34].C(P(C(C)(C)C)C1(C)CC1(C1C=CC=CC=1)C1C=CC=CC=1)(C)(C)C.CC(C)([O-])C.[Na+]. (5) Given the product [Cl:17][C:18]1[CH:23]=[CH:22][CH:21]=[CH:20][C:19]=1[C:24]1[O:28][C:27]([CH:29]=[C:6]2[S:5][C:4](=[S:7])[N:3]([CH:8]3[CH2:13][CH2:12][CH2:11][CH:10]([C:14]([OH:16])=[O:15])[CH2:9]3)[C:2]2=[O:1])=[CH:26][CH:25]=1, predict the reactants needed to synthesize it. The reactants are: [O:1]=[C:2]1[CH2:6][S:5][C:4](=[S:7])[N:3]1[CH:8]1[CH2:13][CH2:12][CH2:11][CH:10]([C:14]([OH:16])=[O:15])[CH2:9]1.[Cl:17][C:18]1[CH:23]=[CH:22][CH:21]=[CH:20][C:19]=1[C:24]1[O:28][C:27]([CH:29]=O)=[CH:26][CH:25]=1.C(O)(=O)C.C(O)(=O)C.C(N)CN.C(OCC)(=O)C. (6) Given the product [Br:15][C:8]1[CH:9]=[CH:10][C:11]2[C:12]3[C:4]([C:5]4([CH2:20][CH2:19][O:30][C:18](=[O:21])[CH2:17][CH2:16]4)[C:6]=2[CH:7]=1)=[CH:3][C:2]([Br:1])=[CH:14][CH:13]=3, predict the reactants needed to synthesize it. The reactants are: [Br:1][C:2]1[CH:14]=[CH:13][C:12]2[C:11]3[C:6](=[CH:7][C:8]([Br:15])=[CH:9][CH:10]=3)[C:5]3([CH2:20][CH2:19][C:18](=[O:21])[CH2:17][CH2:16]3)[C:4]=2[CH:3]=1.C1C=C(Cl)C=C(C(OO)=[O:30])C=1.C([O-])(O)=O.[Na+]. (7) Given the product [N+:8]([C:5]1[N:6]=[CH:7][C:2]([N:11]2[CH2:16][CH2:15][O:14][CH2:13][CH2:12]2)=[CH:3][CH:4]=1)([O-:10])=[O:9], predict the reactants needed to synthesize it. The reactants are: Br[C:2]1[CH:3]=[CH:4][C:5]([N+:8]([O-:10])=[O:9])=[N:6][CH:7]=1.[NH:11]1[CH2:16][CH2:15][O:14][CH2:13][CH2:12]1.C(=O)([O-])[O-].[K+].[K+].